Predict the reaction yield, written as a fraction of the theoretical maximum amount of product (1.0 means a 100% yield; for example, 0.34 means a 34% yield). From a dataset of Reaction yield outcomes from USPTO patents with 853,638 reactions. (1) The reactants are [CH:1]1[C:6]([C@@H:7]([NH2:11])[C:8]([OH:10])=[O:9])=[CH:5][CH:4]=[C:3]([OH:12])[CH:2]=1.S(Cl)([Cl:15])=O.[CH3:17]O. No catalyst specified. The product is [CH3:17][O:9][C:8]([C@H:7]([NH2:11])[C:6]1[CH:5]=[CH:4][C:3]([OH:12])=[CH:2][CH:1]=1)=[O:10].[ClH:15]. The yield is 0.953. (2) The reactants are [Cl:1][C:2]1[CH:7]=[CH:6][C:5]([C:8](=O)[CH2:9][C:10](=O)[C:11]([F:14])([F:13])[F:12])=[CH:4][C:3]=1[CH3:17].[NH2:18][C:19]1[C:23]([C:24]2[CH:29]=[CH:28][N:27]=[CH:26][CH:25]=2)=[CH:22][NH:21][N:20]=1. No catalyst specified. The product is [Cl:1][C:2]1[CH:7]=[CH:6][C:5]([C:8]2[CH:9]=[C:10]([C:11]([F:14])([F:13])[F:12])[N:20]3[N:21]=[CH:22][C:23]([C:24]4[CH:29]=[CH:28][N:27]=[CH:26][CH:25]=4)=[C:19]3[N:18]=2)=[CH:4][C:3]=1[CH3:17]. The yield is 0.750. (3) The reactants are [BH4-].[Na+].[C:3]([C:6]1[O:7][CH:8]=[C:9]([C:11]([NH:13][CH2:14][C@@H:15]([N:17]2[CH:21]=[CH:20][C:19]([C:22]3[CH:27]=[CH:26][C:25]([C:28]#[N:29])=[C:24]([Cl:30])[CH:23]=3)=[N:18]2)[CH3:16])=[O:12])[N:10]=1)(=[O:5])[CH3:4]. The catalyst is C(O)C. The product is [Cl:30][C:24]1[CH:23]=[C:22]([C:19]2[CH:20]=[CH:21][N:17]([C@@H:15]([CH3:16])[CH2:14][NH:13][C:11]([C:9]3[N:10]=[C:6]([CH:3]([OH:5])[CH3:4])[O:7][CH:8]=3)=[O:12])[N:18]=2)[CH:27]=[CH:26][C:25]=1[C:28]#[N:29]. The yield is 0.840.